Predict which catalyst facilitates the given reaction. From a dataset of Catalyst prediction with 721,799 reactions and 888 catalyst types from USPTO. Reactant: [O:1]1[CH2:6][CH2:5][CH2:4][CH2:3][CH:2]1[O:7][CH2:8][CH2:9][N:10]1[C:14]2[C:15]3[CH:16]=[CH:17][N:18]=[CH:19][C:20]=3[CH2:21][CH2:22][C:13]=2[C:12]([C:23]([O:25]C)=[O:24])=[CH:11]1.C1COCC1.CO.O.O.[OH-].[Li+]. Product: [O:1]1[CH2:6][CH2:5][CH2:4][CH2:3][CH:2]1[O:7][CH2:8][CH2:9][N:10]1[C:14]2[C:15]3[CH:16]=[CH:17][N:18]=[CH:19][C:20]=3[CH2:21][CH2:22][C:13]=2[C:12]([C:23]([OH:25])=[O:24])=[CH:11]1. The catalyst class is: 27.